Dataset: Forward reaction prediction with 1.9M reactions from USPTO patents (1976-2016). Task: Predict the product of the given reaction. (1) Given the reactants Br[C:2]1[S:6][C:5]([S:7]([NH:10][C@@H:11]([CH2:23][N:24]([CH3:26])[CH3:25])[CH2:12][C:13]([O:15][CH2:16][C:17]2[CH:22]=[CH:21][CH:20]=[CH:19][CH:18]=2)=[O:14])(=[O:9])=[O:8])=[CH:4][CH:3]=1.[C:27]([C:29]1[CH:34]=[CH:33][CH:32]=[CH:31][CH:30]=1)#[CH:28], predict the reaction product. The product is: [CH3:25][N:24]([CH3:26])[CH2:23][C@H:11]([NH:10][S:7]([C:5]1[S:6][C:2]([C:28]#[C:27][C:29]2[CH:34]=[CH:33][CH:32]=[CH:31][CH:30]=2)=[CH:3][CH:4]=1)(=[O:9])=[O:8])[CH2:12][C:13]([O:15][CH2:16][C:17]1[CH:22]=[CH:21][CH:20]=[CH:19][CH:18]=1)=[O:14]. (2) The product is: [CH:1]1([C:4]2[C:5]([CH2:6][O:7][C:8]3[CH:13]=[CH:12][C:11]([N:14]4[C:18]([CH3:19])=[C:17]([C:20]#[N:21])[C:16]([CH3:23])=[N:15]4)=[CH:10][C:9]=3[CH3:24])=[C:25]([N:29]3[C:33](=[O:34])[N:32]([CH3:35])[N:31]=[N:30]3)[CH:26]=[CH:27][CH:28]=2)[CH2:3][CH2:2]1. Given the reactants [CH:1]1([C:4]2[CH:28]=[CH:27][CH:26]=[C:25]([N:29]3[C:33](=[O:34])[N:32]([CH3:35])[N:31]=[N:30]3)[C:5]=2[CH2:6][O:7][C:8]2[CH:13]=[CH:12][C:11]([N:14]3[C:18]([CH3:19])=[C:17]([CH:20]=[N:21]O)[C:16]([CH3:23])=[N:15]3)=[CH:10][C:9]=2[CH3:24])[CH2:3][CH2:2]1.CN(C)C=O.ClC1N=C(Cl)N=C(Cl)N=1, predict the reaction product. (3) Given the reactants [CH2:1]([CH:3]1[C:16]2[C:11](=[CH:12][CH:13]=[C:14]([F:17])[CH:15]=2)[C:10]2[CH:9]=[C:8]([CH3:18])[CH:7]=[CH:6][C:5]=2[N:4]1[S:19]([C:22]1[CH:27]=[CH:26][C:25]([O:28]C)=[CH:24][CH:23]=1)(=[O:21])=[O:20])[CH3:2].C1CCCCC=1.B(Br)(Br)Br.ClCCl, predict the reaction product. The product is: [CH2:1]([CH:3]1[C:16]2[C:11](=[CH:12][CH:13]=[C:14]([F:17])[CH:15]=2)[C:10]2[CH:9]=[C:8]([CH3:18])[CH:7]=[CH:6][C:5]=2[N:4]1[S:19]([C:22]1[CH:23]=[CH:24][C:25]([OH:28])=[CH:26][CH:27]=1)(=[O:21])=[O:20])[CH3:2].